This data is from Reaction yield outcomes from USPTO patents with 853,638 reactions. The task is: Predict the reaction yield, written as a fraction of the theoretical maximum amount of product (1.0 means a 100% yield; for example, 0.34 means a 34% yield). (1) The reactants are N.[CH3:2][N:3]1[CH:8]2[CH2:9][CH2:10][CH:4]1[CH2:5][CH:6]([N:11]1[CH:15]=[C:14]([N+:16]([O-])=O)[CH:13]=[N:12]1)[CH2:7]2. The catalyst is CO.[Ni]. The product is [CH3:2][N:3]1[CH:8]2[CH2:9][CH2:10][CH:4]1[CH2:5][CH:6]([N:11]1[CH:15]=[C:14]([NH2:16])[CH:13]=[N:12]1)[CH2:7]2. The yield is 0.750. (2) The yield is 0.886. The catalyst is CN(C=O)C. The reactants are F[C:2]1[CH:7]=[CH:6][C:5]([N+:8]([O-:10])=[O:9])=[CH:4][CH:3]=1.[NH:11]1[CH2:16][CH2:15][S:14][CH2:13][CH2:12]1.C([O-])([O-])=O.[K+].[K+]. The product is [N+:8]([C:5]1[CH:6]=[CH:7][C:2]([N:11]2[CH2:16][CH2:15][S:14][CH2:13][CH2:12]2)=[CH:3][CH:4]=1)([O-:10])=[O:9]. (3) The reactants are [CH3:1][O:2][CH2:3][CH2:4][OH:5].[H-].[Na+].Cl[C:9]1[CH:14]=[C:13]([N+:15]([O-])=O)[CH:12]=[CH:11][N:10]=1. The catalyst is O. The product is [CH3:1][O:2][CH2:3][CH2:4][O:5][C:9]1[CH:14]=[C:13]([NH2:15])[CH:12]=[CH:11][N:10]=1. The yield is 0.950. (4) The reactants are Cl[C:2]1[N:10]=[CH:9][N:8]=[C:7]2[C:3]=1[N:4]=[CH:5][N:6]2[CH:11]([CH2:14][CH2:15][CH2:16][CH2:17][CH2:18][CH2:19][CH3:20])[CH2:12][CH3:13].[NH3:21]. The catalyst is CO.ClCCl. The product is [CH3:13][CH2:12][CH:11]([N:6]1[CH:5]=[N:4][C:3]2[C:7]1=[N:8][CH:9]=[N:10][C:2]=2[NH2:21])[CH2:14][CH2:15][CH2:16][CH2:17][CH2:18][CH2:19][CH3:20]. The yield is 0.690. (5) The yield is 0.660. The product is [CH3:1][C:2]1[CH:7]=[CH:6][C:5]([CH3:8])=[CH:4][C:3]=1[NH:9][C:10]1[N:15]2[N:16]=[CH:17][C:18]([C:19]([NH:44][S:41]([CH2:39][CH3:40])(=[O:43])=[O:42])=[O:20])=[C:14]2[N:13]=[CH:12][C:11]=1[C:22]([N:24]1[CH2:25][CH2:26][C:27]2([C:33]3[CH:34]=[CH:35][CH:36]=[C:37]([F:38])[C:32]=3[O:31][CH2:30]2)[CH2:28][CH2:29]1)=[O:23]. The reactants are [CH3:1][C:2]1[CH:7]=[CH:6][C:5]([CH3:8])=[CH:4][C:3]=1[NH:9][C:10]1[N:15]2[N:16]=[CH:17][C:18]([C:19](O)=[O:20])=[C:14]2[N:13]=[CH:12][C:11]=1[C:22]([N:24]1[CH2:29][CH2:28][C:27]2([C:33]3[CH:34]=[CH:35][CH:36]=[C:37]([F:38])[C:32]=3[O:31][CH2:30]2)[CH2:26][CH2:25]1)=[O:23].[CH2:39]([S:41]([NH2:44])(=[O:43])=[O:42])[CH3:40]. No catalyst specified. (6) The reactants are [CH2:1]([O:3][CH2:4][CH2:5][O:6][C:7]1[C:8]([CH:13]=O)=[N:9][CH:10]=[CH:11][CH:12]=1)[CH3:2].[CH2:15]([O:17][C:18]([C:20]1[NH:21][CH:22]=[CH:23][C:24]=1[NH2:25])=[O:19])[CH3:16]. The yield is 0.730. No catalyst specified. The product is [CH2:15]([O:17][C:18]([C:20]1[NH:21][CH:22]=[CH:23][C:24]=1[NH:25][CH2:13][C:8]1[C:7]([O:6][CH2:5][CH2:4][O:3][CH2:1][CH3:2])=[CH:12][CH:11]=[CH:10][N:9]=1)=[O:19])[CH3:16].